Task: Predict which catalyst facilitates the given reaction.. Dataset: Catalyst prediction with 721,799 reactions and 888 catalyst types from USPTO Reactant: [H-].[Al+3].[Li+].[H-].[H-].[H-].[Cl:7][C:8]1[CH:28]=[C:27]([Cl:29])[CH:26]=[CH:25][C:9]=1[O:10][C:11]1[C:16]([C:17](OCC)=[O:18])=[CH:15][N:14]=[C:13]([CH:22]([CH3:24])[CH3:23])[N:12]=1.O.O.O.O.O.O.O.O.O.O.S([O-])([O-])(=O)=O.[Na+].[Na+]. Product: [Cl:7][C:8]1[CH:28]=[C:27]([Cl:29])[CH:26]=[CH:25][C:9]=1[O:10][C:11]1[C:16]([CH2:17][OH:18])=[CH:15][N:14]=[C:13]([CH:22]([CH3:24])[CH3:23])[N:12]=1. The catalyst class is: 7.